Task: Predict the reactants needed to synthesize the given product.. Dataset: Full USPTO retrosynthesis dataset with 1.9M reactions from patents (1976-2016) (1) Given the product [NH2:15][C:13]([C:6]1[CH:7]=[N:8][C:9]2[C:4]([C:5]=1[NH:16][C:17]1[C:22]3[CH2:23][CH2:24][O:25][C:21]=3[CH:20]=[CH:19][CH:18]=1)=[CH:3][C:2]([C:26]([O:27][CH3:33])=[O:29])=[N:11][C:10]=2[CH3:12])=[O:14], predict the reactants needed to synthesize it. The reactants are: Cl[C:2]1[CH:3]=[C:4]2[C:9](=[C:10]([CH3:12])[N:11]=1)[N:8]=[CH:7][C:6]([C:13]([NH2:15])=[O:14])=[C:5]2[NH:16][C:17]1[C:22]2[CH2:23][CH2:24][O:25][C:21]=2[CH:20]=[CH:19][CH:18]=1.[C:26](=[O:29])(O)[O-:27].[Na+].[C]=O.[CH3:33]O. (2) Given the product [C:57]([O:56][C:54]([N:61]1[CH2:66][CH2:65][N:64]([C:44]([CH:39]2[CH2:40][CH2:41][CH2:42][CH2:43][N:38]2[C:28]([O:30][CH2:31][C:32]2[CH:33]=[CH:34][CH:35]=[CH:36][CH:37]=2)=[O:29])=[O:46])[CH2:63][CH2:62]1)=[O:55])([CH3:60])([CH3:58])[CH3:59], predict the reactants needed to synthesize it. The reactants are: F[P-](F)(F)(F)(F)F.N1(O[P+](N(C)C)(N(C)C)N(C)C)C2C=CC=CC=2N=N1.[C:28]([N:38]1[CH2:43][CH2:42][CH2:41][CH2:40][CH:39]1[C:44]([OH:46])=O)([O:30][CH2:31][C:32]1[CH:37]=[CH:36][CH:35]=[CH:34][CH:33]=1)=[O:29].C(N(CC)CC)C.[C:54]([N:61]1[CH2:66][CH2:65][NH:64][CH2:63][CH2:62]1)([O:56][C:57]([CH3:60])([CH3:59])[CH3:58])=[O:55]. (3) Given the product [CH3:10][C:11]1[C:17]([CH3:18])=[C:16]([OH:19])[CH:15]=[CH:14][C:12]=1[NH:13][C:2]1[N:7]=[C:6]([NH:13][C:12]2[CH:14]=[CH:15][C:16]([OH:19])=[C:17]([CH3:18])[C:11]=2[CH3:10])[C:5]([F:9])=[CH:4][N:3]=1, predict the reactants needed to synthesize it. The reactants are: Cl[C:2]1[N:7]=[C:6](Cl)[C:5]([F:9])=[CH:4][N:3]=1.[CH3:10][C:11]1[C:17]([CH3:18])=[C:16]([OH:19])[CH:15]=[CH:14][C:12]=1[NH2:13]. (4) Given the product [O:27]=[C:26]1[C:19]2[C:20]3[C:11]([CH2:10][CH2:9][NH:8][C:6](=[O:7])[C:5]4[CH:29]=[CH:30][CH:31]=[C:3]([C:2]([F:33])([F:32])[F:1])[CH:4]=4)=[CH:12][CH:13]=[CH:14][C:15]=3[CH:16]=[CH:17][C:18]=2[S:21][CH2:24][CH2:25]1, predict the reactants needed to synthesize it. The reactants are: [F:1][C:2]([F:33])([F:32])[C:3]1[CH:4]=[C:5]([CH:29]=[CH:30][CH:31]=1)[C:6]([NH:8][CH2:9][CH2:10][C:11]1[CH:12]=[CH:13][CH:14]=[C:15]2[C:20]=1[CH:19]=[C:18]([S:21]([CH2:24][CH2:25][C:26](Cl)=[O:27])(=O)=O)[CH:17]=[CH:16]2)=[O:7].[Cl-].[Al+3].[Cl-].[Cl-].Cl.